Dataset: Forward reaction prediction with 1.9M reactions from USPTO patents (1976-2016). Task: Predict the product of the given reaction. (1) The product is: [CH:3]1[C:12]2[C:7](=[C:8]([N:13]([CH3:28])[C:14]([NH:16][CH2:17][C:18]3[CH:23]=[CH:22][C:21]([C:24]([F:25])([F:26])[F:27])=[CH:20][CH:19]=3)=[O:15])[CH:9]=[CH:10][CH:11]=2)[CH:6]=[CH:5][N:4]=1. Given the reactants [H-].[Na+].[CH:3]1[C:12]2[C:7](=[C:8]([NH:13][C:14]([NH:16][CH2:17][C:18]3[CH:23]=[CH:22][C:21]([C:24]([F:27])([F:26])[F:25])=[CH:20][CH:19]=3)=[O:15])[CH:9]=[CH:10][CH:11]=2)[CH:6]=[CH:5][N:4]=1.[CH3:28]I.CO, predict the reaction product. (2) Given the reactants [CH2:1]([C:3]1[S:7][C:6]([C:8]([OH:10])=[O:9])=[CH:5][CH:4]=1)[CH3:2].S1C=C[CH:13]=[C:12]1C(O)=O.ICCCC, predict the reaction product. The product is: [CH2:1]([C:3]1[S:7][C:6]([C:8]([OH:10])=[O:9])=[CH:5][CH:4]=1)[CH2:2][CH2:12][CH3:13]. (3) Given the reactants C(O)(C(F)(F)F)=O.C(OC(=O)[NH:14][C@@H:15]1[CH2:24][CH2:23][C:22]2[C:17](=[CH:18][CH:19]=[C:20]([CH:25]=[CH2:26])[CH:21]=2)[CH2:16]1)(C)(C)C, predict the reaction product. The product is: [CH:25]([C:20]1[CH:21]=[C:22]2[C:17](=[CH:18][CH:19]=1)[CH2:16][C@H:15]([NH2:14])[CH2:24][CH2:23]2)=[CH2:26].